From a dataset of Full USPTO retrosynthesis dataset with 1.9M reactions from patents (1976-2016). Predict the reactants needed to synthesize the given product. (1) Given the product [CH3:1][O:2][C:3]([C:5]1[CH:14]=[CH:13][C:12]2[C:7](=[CH:8][CH:9]=[CH:10][C:11]=2[NH:15][CH2:16][C:17]([OH:35])([C:31]([F:32])([F:33])[F:34])[CH2:18][C:19]([C:22]2[CH:27]=[C:26]([F:28])[CH:25]=[CH:24][C:23]=2[O:29][CH3:30])([CH3:21])[CH3:20])[N:6]=1)=[O:4], predict the reactants needed to synthesize it. The reactants are: [CH3:1][O:2][C:3]([C:5]1[CH:14]=[CH:13][C:12]2[C:7](=[CH:8][CH:9]=[CH:10][C:11]=2[N:15]=[CH:16][C:17]([OH:35])([C:31]([F:34])([F:33])[F:32])[CH2:18][C:19]([C:22]2[CH:27]=[C:26]([F:28])[CH:25]=[CH:24][C:23]=2[O:29][CH3:30])([CH3:21])[CH3:20])[N:6]=1)=[O:4].[BH4-].[Na+].CCCCCC.C(OCC)(=O)C. (2) Given the product [S:18]1[CH:19]=[CH:20][CH:21]=[C:17]1[S:14]([N:11]1[CH2:12][CH2:13][N:8]([C:7]2[CH:6]=[CH:5][C:4]([C:22]([OH:31])([C:27]([F:30])([F:29])[F:28])[C:23]([F:26])([F:25])[F:24])=[CH:3][C:2]=2[C:43]#[C:42][CH2:41][CH2:40][OH:39])[CH2:9][CH2:10]1)(=[O:16])=[O:15], predict the reactants needed to synthesize it. The reactants are: Br[C:2]1[CH:3]=[C:4]([C:22]([OH:31])([C:27]([F:30])([F:29])[F:28])[C:23]([F:26])([F:25])[F:24])[CH:5]=[CH:6][C:7]=1[N:8]1[CH2:13][CH2:12][N:11]([S:14]([C:17]2[S:18][CH:19]=[CH:20][CH:21]=2)(=[O:16])=[O:15])[CH2:10][CH2:9]1.[Si]([O:39][CH2:40][CH2:41][C:42]#[C:43][B-](F)(F)F)(C(C)(C)C)(C)C.[K+].COC(C)(C)C.C(=O)([O-])[O-].[Cs+].[Cs+]. (3) Given the product [O:28]1[C:29]2[CH:34]=[CH:33][CH:32]=[CH:31][C:30]=2[C:26]([N:20]2[CH2:21][CH2:22][N:23]([CH2:2][C:3]([C:5]3[CH:6]=[C:7]4[C:11](=[CH:12][CH:13]=3)[C:10]([CH3:15])([CH3:14])[C:9](=[O:16])[C:8]4([CH3:18])[CH3:17])=[O:4])[CH2:24][CH2:25]2)=[N:27]1, predict the reactants needed to synthesize it. The reactants are: Cl[CH2:2][C:3]([C:5]1[CH:6]=[C:7]2[C:11](=[CH:12][CH:13]=1)[C:10]([CH3:15])([CH3:14])[C:9](=[O:16])[C:8]2([CH3:18])[CH3:17])=[O:4].Cl.[N:20]1([C:26]2[C:30]3[CH:31]=[CH:32][CH:33]=[CH:34][C:29]=3[O:28][N:27]=2)[CH2:25][CH2:24][NH:23][CH2:22][CH2:21]1.C(=O)([O-])[O-].[K+].[K+].[I-].[Na+]. (4) Given the product [CH2:20]([N:10]1[CH2:11][C@@H:12]([CH3:14])[CH2:13][C@H:8]([CH3:7])[CH2:9]1)[C:21]1[CH:26]=[CH:25][CH:24]=[CH:23][CH:22]=1, predict the reactants needed to synthesize it. The reactants are: C(=O)([O-])[O-].[K+].[K+].[CH3:7][CH:8]1[CH2:13][CH:12]([CH3:14])[CH2:11][NH:10][CH2:9]1.CN(C)C=O.[CH2:20](Cl)[C:21]1[CH:26]=[CH:25][CH:24]=[CH:23][CH:22]=1. (5) Given the product [ClH:1].[CH3:13][N:7]1[CH2:6][C@@H:5]([C:14]2[CH:19]=[CH:18][CH:17]=[CH:16][C:15]=2[N:20]2[C:21](=[O:26])[CH2:22][CH2:23][C:24]2=[O:25])[C:4]2[C:9](=[CH:10][CH:11]=[CH:2][CH:3]=2)[CH2:8]1, predict the reactants needed to synthesize it. The reactants are: [Cl:1][C:2]1[CH:3]=[C:4]2[C:9](=[C:10](Cl)[CH:11]=1)[CH2:8][N:7]([CH3:13])[CH2:6][C@H:5]2[C:14]1[CH:19]=[CH:18][CH:17]=[CH:16][C:15]=1[N:20]1[C:24](=[O:25])[CH2:23][CH2:22][C:21]1=[O:26].[H][H]. (6) Given the product [NH2:32][C:30](=[O:31])[C:29]([C:9]1[C:8]2[C:12](=[C:13]3[CH:19]=[CH:18][CH:17]=[CH:16][C:14]3=[CH:15][C:7]=2[O:6][CH2:5][C:4]([OH:34])=[O:3])[N:11]([CH2:20][C:21]2[CH:26]=[CH:25][CH:24]=[CH:23][CH:22]=2)[C:10]=1[CH2:27][CH3:28])=[O:33], predict the reactants needed to synthesize it. The reactants are: O.C[O:3][C:4](=[O:34])[CH2:5][O:6][C:7]1[CH:15]=[C:14]2[CH:16]=[CH:17][CH:18]=[CH:19][C:13]2=[C:12]2[C:8]=1[C:9]([C:29](=[O:33])[C:30]([NH2:32])=[O:31])=[C:10]([CH2:27][CH3:28])[N:11]2[CH2:20][C:21]1[CH:26]=[CH:25][CH:24]=[CH:23][CH:22]=1.[NH2:32][C:30](=[O:31])[C:29]([C:9]1[C:8]2[C:12](=[C:13]3[CH:19]=[CH:18][CH:17]=[CH:16][C:14]3=[CH:15][C:7]=2[O:6][CH2:5][C:4]([O:3]C)=[O:34])[N:11]([CH2:20][C:21]2[CH:22]=[CH:23][CH:24]=[CH:25][CH:26]=2)[C:10]=1[CH2:27][CH3:28])=[O:33]. (7) Given the product [Cl:9][C:10]1[CH:11]=[C:12]2[C:13](=[CH:15][CH:16]=1)[NH:14][C:1]([C:3]1[CH:4]=[N:5][CH:6]=[CH:7][CH:8]=1)=[CH:2]2, predict the reactants needed to synthesize it. The reactants are: [C:1]([C:3]1[CH:4]=[N:5][CH:6]=[CH:7][CH:8]=1)#[CH:2].[Cl:9][C:10]1[CH:16]=[C:15](I)[C:13]([NH2:14])=[CH:12][CH:11]=1. (8) Given the product [CH3:2][O:3][C:4]1[CH:5]=[C:6]([C:12]2[C:13]([CH3:25])([CH3:24])[C:14](=[O:23])[N:15]([CH:17]3[CH2:22][CH2:21][N:20]([C:29]([C:28]4[CH:32]=[C:33]([CH3:36])[CH:34]=[CH:35][C:27]=4[CH3:26])=[O:30])[CH2:19][CH2:18]3)[N:16]=2)[CH:7]=[CH:8][C:9]=1[O:10][CH3:11], predict the reactants needed to synthesize it. The reactants are: Cl.[CH3:2][O:3][C:4]1[CH:5]=[C:6]([C:12]2[C:13]([CH3:25])([CH3:24])[C:14](=[O:23])[N:15]([CH:17]3[CH2:22][CH2:21][NH:20][CH2:19][CH2:18]3)[N:16]=2)[CH:7]=[CH:8][C:9]=1[O:10][CH3:11].[CH3:26][C:27]1[CH:35]=[CH:34][C:33]([CH3:36])=[CH:32][C:28]=1[C:29](O)=[O:30].